From a dataset of Full USPTO retrosynthesis dataset with 1.9M reactions from patents (1976-2016). Predict the reactants needed to synthesize the given product. Given the product [CH:40]1[C:39]2[N:38]([C:34]3[CH:33]=[C:32]([C:2]4[CH:7]=[CH:6][CH:5]=[C:4]([C:8]5[CH:9]=[CH:10][C:11]6[N:12]([C:21](=[O:23])[CH3:22])[C:13]7[C:18]([C:19]=6[CH:20]=5)=[CH:17][CH:16]=[CH:15][CH:14]=7)[CH:3]=4)[CH:37]=[CH:36][CH:35]=3)[C:50]3[C:45](=[CH:46][CH:47]=[CH:48][CH:49]=3)[C:44]=2[CH:43]=[CH:42][CH:41]=1, predict the reactants needed to synthesize it. The reactants are: Br[C:2]1[CH:3]=[C:4]([C:8]2[CH:9]=[CH:10][C:11]3[N:12]([C:21](=[O:23])[CH3:22])[C:13]4[C:18]([C:19]=3[CH:20]=2)=[CH:17][CH:16]=[CH:15][CH:14]=4)[CH:5]=[CH:6][CH:7]=1.CC1(C)C(C)(C)OB([C:32]2[CH:33]=[C:34]([N:38]3[C:50]4[CH:49]=[CH:48][CH:47]=[CH:46][C:45]=4[C:44]4[C:39]3=[CH:40][CH:41]=[CH:42][CH:43]=4)[CH:35]=[CH:36][CH:37]=2)O1.COC1C=CC=C(OC)C=1C1C=CC=CC=1P(C1CCCCC1)C1CCCCC1.[O-]P([O-])([O-])=O.[K+].[K+].[K+].